This data is from Full USPTO retrosynthesis dataset with 1.9M reactions from patents (1976-2016). The task is: Predict the reactants needed to synthesize the given product. (1) The reactants are: [ClH:1].[C:2]([C:5]1[CH:31]=[CH:30][C:8]2[NH:9][C:10]([C:12]3[CH:13]=[C:14]([C:27](O)=[O:28])[CH:15]=[C:16]([C:19]4[CH:24]=[C:23]([F:25])[CH:22]=[CH:21][C:20]=4[OH:26])[C:17]=3[OH:18])=[N:11][C:7]=2[CH:6]=1)(=[NH:4])[NH2:3].Cl.CN(C)CCCN=C=NCC.[NH2:44][CH2:45][C:46]1[CH:51]=[CH:50][N:49]=[CH:48][CH:47]=1. Given the product [ClH:1].[C:2]([C:5]1[CH:31]=[CH:30][C:8]2[NH:9][C:10]([C:12]3[CH:13]=[C:14]([C:27]([NH:44][CH2:45][C:46]4[CH:51]=[CH:50][N:49]=[CH:48][CH:47]=4)=[O:28])[CH:15]=[C:16]([C:19]4[CH:24]=[C:23]([F:25])[CH:22]=[CH:21][C:20]=4[OH:26])[C:17]=3[OH:18])=[N:11][C:7]=2[CH:6]=1)(=[NH:4])[NH2:3], predict the reactants needed to synthesize it. (2) The reactants are: [CH2:1]([O:3][CH2:4][C:5]1[N:6]([CH2:19][C:20]2([O:24][CH2:25][CH2:26][S:27]([CH3:30])(=[O:29])=[O:28])[CH2:23][CH2:22][CH2:21]2)[C:7]2[C:16]3[CH:15]=[CH:14][CH:13]=[CH:12][C:11]=3[N:10]=[C:9]([NH2:17])[C:8]=2[N:18]=1)[CH3:2].[H][H].[OH-].[Na+]. Given the product [CH2:1]([O:3][CH2:4][C:5]1[N:6]([CH2:19][C:20]2([O:24][CH2:25][CH2:26][S:27]([CH3:30])(=[O:29])=[O:28])[CH2:21][CH2:22][CH2:23]2)[C:7]2[C:16]3[CH2:15][CH2:14][CH2:13][CH2:12][C:11]=3[N:10]=[C:9]([NH2:17])[C:8]=2[N:18]=1)[CH3:2], predict the reactants needed to synthesize it.